This data is from Catalyst prediction with 721,799 reactions and 888 catalyst types from USPTO. The task is: Predict which catalyst facilitates the given reaction. Reactant: [F:1][C:2]([F:14])([F:13])[O:3][C:4]1[CH:12]=[CH:11][C:7]([C:8]([OH:10])=O)=[CH:6][CH:5]=1.CN(C(ON1N=NC2C=CC=NC1=2)=[N+](C)C)C.F[P-](F)(F)(F)(F)F.CCN(C(C)C)C(C)C.[NH2:48][C:49]([CH3:66])([CH2:52][O:53][C:54]1[C:55]([CH3:65])=[CH:56][C:57]2[CH2:61][O:60][B:59]([OH:62])[C:58]=2[C:63]=1[Cl:64])[C:50]#[N:51]. Product: [Cl:64][C:63]1[C:58]2[B:59]([OH:62])[O:60][CH2:61][C:57]=2[CH:56]=[C:55]([CH3:65])[C:54]=1[O:53][CH2:52][C:49]([NH:48][C:8](=[O:10])[C:7]1[CH:6]=[CH:5][C:4]([O:3][C:2]([F:1])([F:14])[F:13])=[CH:12][CH:11]=1)([C:50]#[N:51])[CH3:66]. The catalyst class is: 3.